The task is: Predict the reactants needed to synthesize the given product.. This data is from Full USPTO retrosynthesis dataset with 1.9M reactions from patents (1976-2016). (1) The reactants are: [CH3:1][O:2][C:3]1[CH:4]=[C:5]2[C:10](=[CH:11][C:12]=1[O:13][CH3:14])[N:9]=[CH:8][CH:7]=[C:6]2[O:15][C:16]1[C:22]([CH3:23])=[CH:21][C:19]([NH2:20])=[C:18]([CH3:24])[CH:17]=1.Cl[C:26](Cl)([O:28][C:29](=[O:35])OC(Cl)(Cl)Cl)Cl.[CH2:37](O)[CH2:38][CH2:39][CH2:40][CH2:41]C.C(=O)(O)[O-].[Na+]. Given the product [CH3:1][O:2][C:3]1[CH:4]=[C:5]2[C:10](=[CH:11][C:12]=1[O:13][CH3:14])[N:9]=[CH:8][CH:7]=[C:6]2[O:15][C:16]1[C:22]([CH3:23])=[CH:21][C:19]([NH:20][C:29](=[O:35])[O:28][CH2:26][CH2:37][CH2:38][CH2:39][CH2:40][CH3:41])=[C:18]([CH3:24])[CH:17]=1, predict the reactants needed to synthesize it. (2) Given the product [Cl:56][C:57]1[CH:109]=[C:108]([Cl:110])[CH:107]=[CH:106][C:58]=1[O:59][C:60]1[CH:104]=[CH:103][C:102]([Cl:105])=[CH:101][C:61]=1[O:62][C:63]([O:65][CH2:66][C:67]1[CH2:68][S:69](=[O:4])[C@@H:70]2[CH:90]([NH:91][C:92](=[O:99])[CH2:93][C:94]3[S:95][CH:96]=[CH:97][CH:98]=3)[C:89](=[O:100])[N:71]2[C:72]=1[C:73]([O:75][CH:76]([C:77]1[CH:78]=[CH:79][CH:80]=[CH:81][CH:82]=1)[C:83]1[CH:84]=[CH:85][CH:86]=[CH:87][CH:88]=1)=[O:74])=[O:64], predict the reactants needed to synthesize it. The reactants are: ClC1C=C(Cl)C=CC=1[O:4]C1C=CC(Cl)=CC=1OC(OC1C(C(OC(C2C=CC=CC=2)C2C=CC=CC=2)=O)N2C(=O)C(NC(=O)CC3SC=CC=3)[C@H]2SC=1C)=O.[Cl:56][C:57]1[CH:109]=[C:108]([Cl:110])[CH:107]=[CH:106][C:58]=1[O:59][C:60]1[CH:104]=[CH:103][C:102]([Cl:105])=[CH:101][C:61]=1[O:62][C:63]([O:65][CH2:66][C:67]1[CH:72]([C:73]([O:75][CH:76]([C:83]2[CH:88]=[CH:87][CH:86]=[CH:85][CH:84]=2)[C:77]2[CH:82]=[CH:81][CH:80]=[CH:79][CH:78]=2)=[O:74])[N:71]2[C:89](=[O:100])[CH:90]([NH:91][C:92](=[O:99])[CH2:93][C:94]3[S:95][CH:96]=[CH:97][CH:98]=3)[C@H:70]2[S:69][CH:68]=1)=[O:64].ClC1C=C(C=CC=1)C(OO)=O.